Dataset: Full USPTO retrosynthesis dataset with 1.9M reactions from patents (1976-2016). Task: Predict the reactants needed to synthesize the given product. Given the product [O:67]([C:68]1[CH:69]=[CH:19][C:18]([NH:17][C:2]2[CH:11]=[CH:10][N:9]=[C:8]3[C:3]=2[C:4]2[CH:16]=[CH:15][CH:14]=[CH:13][C:5]=2[C:6](=[O:12])[NH:7]3)=[CH:23][CH:22]=1)[C:66]1[CH:26]=[CH:25][CH:24]=[CH:29][CH:65]=1, predict the reactants needed to synthesize it. The reactants are: Cl[C:2]1[CH:11]=[CH:10][N:9]=[C:8]2[C:3]=1[C:4]1[CH:16]=[CH:15][CH:14]=[CH:13][C:5]=1[C:6](=[O:12])[NH:7]2.[NH2:17][C:18]1[CH:19]=NC=[CH:22][CH:23]=1.[CH:24]1(P([CH:24]2[CH2:29]CC[CH2:26][CH2:25]2)C2C=CC=CC=2C2C(C(C)C)=CC(C(C)C)=CC=2C(C)C)[CH2:29]CC[CH2:26][CH2:25]1.CC(C)([O-])C.[Na+].O1[CH2:69][CH2:68][O:67][CH2:66][CH2:65]1.